This data is from Reaction yield outcomes from USPTO patents with 853,638 reactions. The task is: Predict the reaction yield, written as a fraction of the theoretical maximum amount of product (1.0 means a 100% yield; for example, 0.34 means a 34% yield). (1) The reactants are Cl.[NH2:2][C@@H:3]([CH:6]1[CH2:8][CH2:7]1)[CH2:4][OH:5].[Cl:9][C:10]1[N:15]=[C:14](Cl)[CH:13]=[C:12]([CH3:17])[N:11]=1.C(N(C(C)C)C(C)C)C. The catalyst is O1CCOCC1. The product is [Cl:9][C:10]1[N:15]=[C:14]([NH:2][C@@H:3]([CH:6]2[CH2:8][CH2:7]2)[CH2:4][OH:5])[CH:13]=[C:12]([CH3:17])[N:11]=1. The yield is 0.180. (2) The reactants are [CH2:1]([O:3][C:4]([C:6]1[C:15](=[O:16])[C:14]2[C:9](=[C:10]([CH2:19][S:20][CH2:21][CH:22]3[CH2:26][CH2:25][CH2:24][N:23]3C(OC(C)(C)C)=O)[C:11]([F:18])=[C:12]([F:17])[CH:13]=2)[N:8]([CH:34]2[CH2:36][CH2:35]2)[CH:7]=1)=[O:5])[CH3:2].FC(F)(F)C(O)=O. The catalyst is C(Cl)Cl. The product is [CH2:1]([O:3][C:4]([C:6]1[C:15](=[O:16])[C:14]2[C:9](=[C:10]([CH2:19][S:20][CH2:21][CH:22]3[CH2:26][CH2:25][CH2:24][NH:23]3)[C:11]([F:18])=[C:12]([F:17])[CH:13]=2)[N:8]([CH:34]2[CH2:35][CH2:36]2)[CH:7]=1)=[O:5])[CH3:2]. The yield is 0.860. (3) The yield is 0.950. The product is [C:4]([CH:5]([C:6]1[CH:11]=[CH:10][CH:9]=[CH:8][CH:7]=1)[NH:19][C:18]1[CH:20]=[CH:21][C:15]([Cl:14])=[CH:16][CH:17]=1)#[CH:3]. The reactants are C(=O)([O-])O[CH2:3][CH:4]=[CH:5][C:6]1[CH:11]=[CH:10][CH:9]=[CH:8][CH:7]=1.[Cl:14][C:15]1[CH:21]=[CH:20][C:18]([NH2:19])=[CH:17][CH:16]=1. No catalyst specified. (4) The reactants are [C:1]([O:5][C:6](=[O:30])[CH2:7][C@@H:8]([C:15](N1[C@H](C)[C@H](C2C=CC=CC=2)OC1=O)=[O:16])[CH2:9][C@H:10]([CH3:14])[CH2:11][CH2:12][CH3:13])([CH3:4])([CH3:3])[CH3:2].[Li+].[OH-].OO.S(=O)(O)[O-:36].[Na+].S([O-])([O-])=O.[Na+].[Na+]. The catalyst is O.C1COCC1.CCOCC.CCCCCC. The product is [C:1]([O:5][C:6](=[O:30])[CH2:7][C@H:8]([CH2:9][C@H:10]([CH3:14])[CH2:11][CH2:12][CH3:13])[C:15]([OH:16])=[O:36])([CH3:2])([CH3:3])[CH3:4]. The yield is 0.930. (5) The reactants are [C:1]([C:3]1[S:4][C:5]2[CH:11]=[C:10]([NH:12][C:13](=[O:31])[O:14][CH2:15][C:16]3[CH:21]=[CH:20][C:19]([B:22]4[O:26]C(C)(C)C(C)(C)[O:23]4)=[CH:18][CH:17]=3)[CH:9]=[CH:8][C:6]=2[N:7]=1)#[N:2]. The catalyst is N#N. The product is [C:1]([C:3]1[S:4][C:5]2[CH:11]=[C:10]([NH:12][C:13]([O:14][CH2:15][C:16]3[CH:21]=[CH:20][C:19]([B:22]([OH:23])[OH:26])=[CH:18][CH:17]=3)=[O:31])[CH:9]=[CH:8][C:6]=2[N:7]=1)#[N:2]. The yield is 0.730. (6) The reactants are [F:1][C:2]([F:13])([F:12])[C:3]1[CH:8]=[CH:7][C:6]([S:9]([O-:11])=[O:10])=[CH:5][CH:4]=1.[Li+].Cl[CH2:16][C:17]1[N:18]=[C:19]([C:23]2[CH:32]=[CH:31][C:26]([C:27]([O:29][CH3:30])=[O:28])=[CH:25][CH:24]=2)[O:20][C:21]=1[CH3:22].C(=O)([O-])[O-].[K+].[K+]. The catalyst is CN(C)C=O. The product is [CH3:22][C:21]1[O:20][C:19]([C:23]2[CH:32]=[CH:31][C:26]([C:27]([O:29][CH3:30])=[O:28])=[CH:25][CH:24]=2)=[N:18][C:17]=1[CH2:16][S:9]([C:6]1[CH:5]=[CH:4][C:3]([C:2]([F:1])([F:12])[F:13])=[CH:8][CH:7]=1)(=[O:11])=[O:10]. The yield is 0.850. (7) The reactants are [C:1]([C@@H:4]1[CH2:9][CH2:8][C@H:7]([NH:10]C(=O)OC(C)(C)C)[CH2:6][CH2:5]1)(=[O:3])[CH3:2].[ClH:18]. No catalyst specified. The product is [ClH:18].[NH2:10][C@@H:7]1[CH2:8][CH2:9][C@H:4]([C:1](=[O:3])[CH3:2])[CH2:5][CH2:6]1. The yield is 1.00. (8) The reactants are [F:1][C:2]([F:35])([F:34])[C:3]1[CH:33]=[CH:32][C:6]([O:7][CH:8]([C:26]2[CH:31]=[CH:30][CH:29]=[CH:28][CH:27]=2)[CH2:9][CH2:10][N:11]([CH3:25])[C:12]([CH2:14][CH2:15][CH2:16][NH:17]C(=O)OC(C)(C)C)=[O:13])=[CH:5][CH:4]=1.[ClH:36]. The catalyst is CCOC(C)=O. The product is [ClH:36].[F:1][C:2]([F:34])([F:35])[C:3]1[CH:4]=[CH:5][C:6]([O:7][CH:8]([C:26]2[CH:27]=[CH:28][CH:29]=[CH:30][CH:31]=2)[CH2:9][CH2:10][N:11]([CH3:25])[C:12](=[O:13])[CH2:14][CH2:15][CH2:16][NH2:17])=[CH:32][CH:33]=1. The yield is 1.00. (9) The reactants are [CH2:1]([N:3]([CH2:29][CH3:30])[CH2:4][CH2:5][CH2:6][N:7]([CH3:28])[C:8]([NH:10][C:11]1[CH:16]=[C:15]([O:17][C:18]2[CH:23]=[CH:22][C:21]([N+:24]([O-])=O)=[CH:20][C:19]=2[F:27])[CH:14]=[CH:13][N:12]=1)=[O:9])[CH3:2].O1CCCC1. The catalyst is CO.[Pd]. The product is [CH2:29]([N:3]([CH2:1][CH3:2])[CH2:4][CH2:5][CH2:6][N:7]([CH3:28])[C:8]([NH:10][C:11]1[CH:16]=[C:15]([O:17][C:18]2[CH:23]=[CH:22][C:21]([NH2:24])=[CH:20][C:19]=2[F:27])[CH:14]=[CH:13][N:12]=1)=[O:9])[CH3:30]. The yield is 0.856.